Task: Predict the reactants needed to synthesize the given product.. Dataset: Full USPTO retrosynthesis dataset with 1.9M reactions from patents (1976-2016) (1) Given the product [CH3:28][O:29][C:30](=[O:45])[C@@H:31]([NH:37][C:38]([O:40][C:41]([CH3:43])([CH3:42])[CH3:44])=[O:39])[CH2:32][CH2:33][C:34](=[O:35])[NH:25][C:20]1[C:19]([C:17]2[O:16][N:15]=[C:14]([CH2:13][C:12]3[CH:26]=[CH:27][C:9]([CH2:8][O:7][C:2]4[CH:3]=[CH:4][CH:5]=[CH:6][N:1]=4)=[CH:10][CH:11]=3)[CH:18]=2)=[CH:24][CH:23]=[CH:22][N:21]=1, predict the reactants needed to synthesize it. The reactants are: [N:1]1[CH:6]=[CH:5][CH:4]=[CH:3][C:2]=1[O:7][CH2:8][C:9]1[CH:27]=[CH:26][C:12]([CH2:13][C:14]2[CH:18]=[C:17]([C:19]3[C:20]([NH2:25])=[N:21][CH:22]=[CH:23][CH:24]=3)[O:16][N:15]=2)=[CH:11][CH:10]=1.[CH3:28][O:29][C:30](=[O:45])[C@@H:31]([NH:37][C:38]([O:40][C:41]([CH3:44])([CH3:43])[CH3:42])=[O:39])[CH2:32][CH2:33][C:34](O)=[O:35].CN1CCOCC1.F[P-](F)(F)(F)(F)F.N1(OC(N(C)C)=[N+](C)C)C2N=CC=CC=2N=N1. (2) Given the product [Cl:1][C:2]1[C:3]([F:11])=[C:4]([C:5]2[C:18]([CH3:19])=[C:15]([C:16]([OH:24])=[O:17])[O:7][N:6]=2)[CH:8]=[CH:9][CH:10]=1, predict the reactants needed to synthesize it. The reactants are: [Cl:1][C:2]1[C:3]([F:11])=[C:4]([CH:8]=[CH:9][CH:10]=1)/[CH:5]=[N:6]/[OH:7].ClC1C(F)=[C:15]([CH:18]=[CH:19]C=1)[CH:16]=[O:17].Cl.N[OH:24].[OH-].[Na+].Cl. (3) Given the product [OH:57][CH:40]1[C:41]([CH3:56])([CH3:55])[CH2:42][N:43]([S:45]([C:48]2[CH:54]=[CH:53][C:51]([CH3:52])=[CH:50][CH:49]=2)(=[O:47])=[O:46])[CH2:44][CH:39]1[NH:38][C:7](=[O:9])[C:2]1[CH:3]=[CH:4][CH:5]=[CH:6][N:1]=1, predict the reactants needed to synthesize it. The reactants are: [N:1]1[CH:6]=[CH:5][CH:4]=[CH:3][C:2]=1[C:7]([OH:9])=O.CCN=C=NCCCN(C)C.C1C=CC2N(O)N=NC=2C=1.CCN(CC)CC.[NH2:38][CH:39]1[CH2:44][N:43]([S:45]([C:48]2[CH:54]=[CH:53][C:51]([CH3:52])=[CH:50][CH:49]=2)(=[O:47])=[O:46])[CH2:42][C:41]([CH3:56])([CH3:55])[CH:40]1[OH:57]. (4) The reactants are: [Br:1][C:2]1[C:7]([CH3:8])=[CH:6][C:5]([C:9]([C:11]2[CH:16]=[CH:15][C:14]([F:17])=[CH:13][CH:12]=2)=O)=[C:4]([OH:18])[CH:3]=1.C1(P(=[CH:38][C:39](OC)=[O:40])(C2C=CC=CC=2)C2C=CC=CC=2)C=CC=CC=1. Given the product [Br:1][C:2]1[CH:3]=[C:4]2[C:5]([C:9]([C:11]3[CH:16]=[CH:15][C:14]([F:17])=[CH:13][CH:12]=3)=[CH:38][C:39](=[O:40])[O:18]2)=[CH:6][C:7]=1[CH3:8], predict the reactants needed to synthesize it. (5) Given the product [F:1][C:2]1[CH:25]=[C:24]([N+:26]([O-:28])=[O:27])[CH:23]=[CH:22][C:3]=1[O:4][C:5]1[CH:10]=[CH:9][N:8]=[C:7]2[CH:11]=[C:12]([C:14]3[CH:21]=[CH:20][C:17]([CH2:18][N:33]4[CH2:34][CH2:35][N:30]([CH3:29])[CH2:31][CH2:32]4)=[CH:16][N:15]=3)[S:13][C:6]=12, predict the reactants needed to synthesize it. The reactants are: [F:1][C:2]1[CH:25]=[C:24]([N+:26]([O-:28])=[O:27])[CH:23]=[CH:22][C:3]=1[O:4][C:5]1[CH:10]=[CH:9][N:8]=[C:7]2[CH:11]=[C:12]([C:14]3[CH:21]=[CH:20][C:17]([CH:18]=O)=[CH:16][N:15]=3)[S:13][C:6]=12.[CH3:29][N:30]1[CH2:35][CH2:34][NH:33][CH2:32][CH2:31]1.[BH-](OC(C)=O)(OC(C)=O)OC(C)=O.[Na+]. (6) Given the product [CH3:1][C@H:2]1[C@H:7]([CH3:8])[N:6]2[C:9]3[N:15]=[C:14]([C:16]([OH:18])=[O:17])[CH:13]=[CH:12][C:10]=3[CH:11]=[C:5]2[C:4](=[O:21])[NH:3]1, predict the reactants needed to synthesize it. The reactants are: [CH3:1][C@H:2]1[C@H:7]([CH3:8])[N:6]2[C:9]3[N:15]=[C:14]([C:16]([O:18]CC)=[O:17])[CH:13]=[CH:12][C:10]=3[CH:11]=[C:5]2[C:4](=[O:21])[NH:3]1.[OH-].[Na+]. (7) Given the product [CH:26]([NH:27][C:28](=[O:1])[NH:29][CH:30]([CH3:32])[CH3:31])([CH3:33])[CH3:25], predict the reactants needed to synthesize it. The reactants are: [OH:1]N1C(=O)C2C=CC=CC=2N=N1.COCCOCCOCC(O)=O.[CH3:25][CH:26]([CH3:33])[N:27]=[C:28]=[N:29][CH:30]([CH3:32])[CH3:31]. (8) Given the product [ClH:23].[ClH:23].[CH3:1][O:2][C@H:3]1[CH2:4][CH2:5][C@H:6]([N:9]2[CH2:14][CH2:13][CH:12]([NH2:15])[CH2:11][CH2:10]2)[CH2:7][CH2:8]1, predict the reactants needed to synthesize it. The reactants are: [CH3:1][O:2][CH:3]1[CH2:8][CH2:7][CH:6]([N:9]2[CH2:14][CH2:13][CH:12]([NH:15]C(=O)OC(C)(C)C)[CH2:11][CH2:10]2)[CH2:5][CH2:4]1.[ClH:23]. (9) Given the product [OH:56][C@H:49]([CH2:50][O:51][CH2:52][CH2:53][O:54][CH3:55])[CH2:48][O:47][C@H:10]1[C@H:11]([C:28]2[CH:29]=[CH:30][C:31]([O:34][CH2:35][CH2:36][CH2:37][O:38][C:39]3[CH:44]=[CH:43][CH:42]=[CH:41][C:40]=3[C:45]#[N:46])=[CH:32][CH:33]=2)[C@@H:12]([O:14][CH2:15][C:16]2[CH:25]=[C:24]([O:26][CH3:27])[C:23]3[C:18](=[CH:19][CH:20]=[CH:21][CH:22]=3)[CH:17]=2)[CH2:13][NH:8][CH2:9]1, predict the reactants needed to synthesize it. The reactants are: C(OC([N:8]1[CH2:13][C@H:12]([O:14][CH2:15][C:16]2[CH:25]=[C:24]([O:26][CH3:27])[C:23]3[C:18](=[CH:19][CH:20]=[CH:21][CH:22]=3)[CH:17]=2)[C@@H:11]([C:28]2[CH:33]=[CH:32][C:31]([O:34][CH2:35][CH2:36][CH2:37][O:38][C:39]3[CH:44]=[CH:43][CH:42]=[CH:41][C:40]=3[C:45]#[N:46])=[CH:30][CH:29]=2)[C@H:10]([O:47][CH2:48][C@H:49]([OH:56])[CH2:50][O:51][CH2:52][CH2:53][O:54][CH3:55])[CH2:9]1)=O)(C)(C)C.Cl. (10) Given the product [OH:17][CH2:16][C:13]1[CH:14]=[CH:15][N:10]2[N:9]=[C:8]([C:4]3[CH:3]=[C:2]([NH:1][C:25](=[O:32])[C:26]4[CH:31]=[CH:30][CH:29]=[CH:28][CH:27]=4)[CH:7]=[CH:6][CH:5]=3)[C:18]([C:19]3[CH:24]=[CH:23][N:22]=[CH:21][N:20]=3)=[C:11]2[CH:12]=1, predict the reactants needed to synthesize it. The reactants are: [NH2:1][C:2]1[CH:3]=[C:4]([C:8]2[C:18]([C:19]3[CH:24]=[CH:23][N:22]=[CH:21][N:20]=3)=[C:11]3[CH:12]=[C:13]([CH2:16][OH:17])[CH:14]=[CH:15][N:10]3[N:9]=2)[CH:5]=[CH:6][CH:7]=1.[C:25](Cl)(=[O:32])[C:26]1[CH:31]=[CH:30][CH:29]=[CH:28][CH:27]=1.